This data is from Catalyst prediction with 721,799 reactions and 888 catalyst types from USPTO. The task is: Predict which catalyst facilitates the given reaction. (1) Reactant: [NH2:1][C:2]1[N:3]=[CH:4][C:5]2[C:10]([C:11]([C:13]3[CH:14]=[CH:15][C:16]([C:33]#[N:34])=[C:17]([NH:19][C:20](=[O:32])[CH2:21][C:22]4[CH:27]=[CH:26][C:25]([C:28]([F:31])([F:30])[F:29])=[CH:24][CH:23]=4)[CH:18]=3)=[O:12])=[CH:9][N:8]([C:35]([CH3:46])([CH3:45])[CH2:36][O:37][Si](C(C)(C)C)(C)C)[C:6]=2[N:7]=1.CCCC[N+](CCCC)(CCCC)CCCC.[F-]. Product: [NH2:1][C:2]1[N:3]=[CH:4][C:5]2[C:10]([C:11]([C:13]3[CH:14]=[CH:15][C:16]([C:33]#[N:34])=[C:17]([NH:19][C:20](=[O:32])[CH2:21][C:22]4[CH:23]=[CH:24][C:25]([C:28]([F:30])([F:31])[F:29])=[CH:26][CH:27]=4)[CH:18]=3)=[O:12])=[CH:9][N:8]([C:35]([CH3:46])([CH3:45])[CH2:36][OH:37])[C:6]=2[N:7]=1. The catalyst class is: 49. (2) Reactant: [Cl:1][C:2]1[CH:3]=[C:4]([N:9]2[CH:13]=[C:12]([NH:14][CH2:15][CH2:16][N:17]3[CH2:22][CH2:21][O:20][CH2:19][CH2:18]3)[N:11]=[N:10]2)[CH:5]=[CH:6][C:7]=1[Cl:8].CCN(C(C)C)C(C)C.[CH3:32][S:33](Cl)(=[O:35])=[O:34]. Product: [Cl:1][C:2]1[CH:3]=[C:4]([N:9]2[CH:13]=[C:12]([N:14]([CH2:15][CH2:16][N:17]3[CH2:22][CH2:21][O:20][CH2:19][CH2:18]3)[S:33]([CH3:32])(=[O:35])=[O:34])[N:11]=[N:10]2)[CH:5]=[CH:6][C:7]=1[Cl:8]. The catalyst class is: 2. (3) Product: [CH3:20][C@H:18]1[N:17]([CH3:21])[C@@H:16]([CH3:22])[CH2:15][N:14]([C:11]2[CH:12]=[CH:13][C:8]3[O:7][CH:6]=[C:5]([C:3]([O:4][CH3:31])=[O:24])[C:9]=3[CH:10]=2)[CH2:19]1. Reactant: CN(C)[C:3]([C:5]1[C:9]2[CH:10]=[C:11]([N:14]3[CH2:19][C@H:18]([CH3:20])[N:17]([CH3:21])[C@H:16]([CH3:22])[CH2:15]3)[CH:12]=[CH:13][C:8]=2[O:7][CH:6]=1)=[O:4].[OH-:24].[Na+].OS(O)(=O)=O.[CH3:31]O. The catalyst class is: 14. (4) Reactant: C[O:2][C:3]([C:5]1[O:6][C:7]([C:10]2[CH:15]=[CH:14][C:13]([F:16])=[CH:12][CH:11]=2)=[CH:8][CH:9]=1)=O.CS(O)(=O)=O.FC1C=CC=CC=1C1OC(C([NH:36][C:37]([NH2:39])=[NH:38])=O)=CC=1. Product: [F:16][C:13]1[CH:14]=[CH:15][C:10]([C:7]2[O:6][C:5]([C:3]([NH:38][C:37]([NH2:39])=[NH:36])=[O:2])=[CH:9][CH:8]=2)=[CH:11][CH:12]=1. The catalyst class is: 430. (5) Reactant: [CH2:1]([C:5]1[CH:10]=[CH:9][C:8]([C:11]#[C:12][C:13]2[CH:31]=[CH:30][C:16]([CH2:17][NH:18][C:19]3[CH:20]=[CH:21][C:22]([F:29])=[C:23]([CH:28]=3)[C:24]([O:26][CH3:27])=[O:25])=[CH:15][CH:14]=2)=[CH:7][CH:6]=1)[CH2:2][CH2:3][CH3:4].[CH2:32]([O:34][C:35]([CH:37]1[CH2:39][CH:38]1[CH:40]=O)=[O:36])[CH3:33].C(O[BH-](OC(=O)C)OC(=O)C)(=O)C.C([O-])(O)=O.[Na+]. Product: [CH2:1]([C:5]1[CH:6]=[CH:7][C:8]([C:11]#[C:12][C:13]2[CH:14]=[CH:15][C:16]([CH2:17][N:18]([CH2:40][CH:38]3[CH2:39][CH:37]3[C:35]([O:34][CH2:32][CH3:33])=[O:36])[C:19]3[CH:20]=[CH:21][C:22]([F:29])=[C:23]([CH:28]=3)[C:24]([O:26][CH3:27])=[O:25])=[CH:30][CH:31]=2)=[CH:9][CH:10]=1)[CH2:2][CH2:3][CH3:4]. The catalyst class is: 26.